This data is from Experimentally validated miRNA-target interactions with 360,000+ pairs, plus equal number of negative samples. The task is: Binary Classification. Given a miRNA mature sequence and a target amino acid sequence, predict their likelihood of interaction. (1) The miRNA is hsa-miR-6756-3p with sequence UCCCCUUCCUCCCUGCCCAG. The protein sequence of the target gene is MWYHRLSHLHSRLQDLLKGGVIYPALPQPNFKSLLPLAVHWHHTASKSLTCAWQQHEDHFELKYANTVMRFDYVWLRDHCRSASCYNSKTHQRSLDTASVDLCIKPKTIRLDETTLFFTWPDGHVTKYDLNWLVKNSYEGQKQKVIQPRILWNAEIYQQAQVPSVDCQSFLETNEGLKKFLQNFLLYGIAFVENVPPTQEHTEKLAERISLIRETIYGRMWYFTSDFSRGDTAYTKLALDRHTDTTYFQEPCGIQVFHCLKHEGTGGRTLLVDGFYAAEQVLQKAPEEFELLSKVPLKHE.... Result: 1 (interaction). (2) The miRNA is cel-miR-80-3p with sequence UGAGAUCAUUAGUUGAAAGCCGA. The protein sequence of the target gene is MSLQSAQYLRQAEVLKAEMTDSKLGPAEVWTSRQALQDLYQKMLVTDLEYALDKKVEQDLWNHAFKNQITTLQGQAKNRANPNRSEVQANLSLFLEAASGFYTQLLQELCTVFNVDLPCRVKSSQLGIISNKQTHSSTIVKPQSSSCSYICQHCLVHLGDIARYRNQTSQAESYYRHAAQLVPSNGQPYNQLAILASSKGDHLTTIFYYCRSIAVKFPFPAASTNLQKALSKALESRDELKTKWGVSDFIKAFIKFHGHVYLSKSLEKLSPLREKLEEQFKRLLFQKAFNSQQLVHVTVI.... Result: 0 (no interaction). (3) The miRNA is mmu-miR-466e-5p with sequence GAUGUGUGUGUACAUGUACAUA. The protein sequence of the target gene is MSKSRAEAAAGAPGIILRYLQEQNRPYSAQDVFGNLQKEHGLGKAAVVKALDQLAQEGKIKEKTYGKQKIYFADQNQFDTVSDADLHGLDASIVALTAKVQSLQQSCRHMEAELKELTSALTTPEMQKEIQELKKECAQYTERLKNIKAATNHVTPEEKEKVYRDRQKYCKEWRKRKRMTTELCDAILEGYPKSKKQFFEEVGIETDEDHNVLLPDP. Result: 0 (no interaction). (4) The miRNA is mmu-miR-324-3p with sequence CCACUGCCCCAGGUGCUGCU. The protein sequence of the target gene is MAEEGTGVRCWLLQLQEFLSAADRCSAAGASYQLIRSLGQECVLSTSSAVQALQISLVFSRDFGLLVFIRKSLSIEDFRDCREEALKFLCVFLEKIDQKVMHYSLDIKNTCTSVYTKDRTAKCKIPALDLLIKLLQILRSTRLMDEFKIGELFNKFYGELASKSKLPDTVLEKVYELLGVLGEVHPSEMINHSENLFRAFLGELKTQMTSTVREPKFPVLAGCLKGLSSLLCNFTKSMEEDPQTSKEIFGFTFKAIRPQIEMKRYAVPLAGLRLLTLHASQFTACLLDNYITLFEVLSKW.... Result: 1 (interaction). (5) The miRNA is rno-miR-450a-5p with sequence UUUUGCGAUGUGUUCCUAAUGU. The protein sequence of the target gene is MKDYDDVILRPEASELSKTEFCNPAFDPEAGPSCPPPALQRDVGSRLQAPWHAQRLRGLQPDCHFSWFCILLLSGLLLLLLGLLVAVILAQLQATSLPRTTKNPLLTRGLTPMGVIPSTTPNTTTTTTTTTPARTGQQEAAMSPTHQTTCGGLLPGPSGFFSSPNYPDLYPPLSHCVWHIQVAAGQTIQLKIQALSIESMLTCLFDRLEIISEPTGPLLRVCGKTPPATLNTNTSHLRVSFVSDNDVEGSGFQAWYQAVAPGHWSCAHNEFHCDLLLCLKRDSVCDGITECADGSDEANC.... Result: 0 (no interaction).